This data is from Full USPTO retrosynthesis dataset with 1.9M reactions from patents (1976-2016). The task is: Predict the reactants needed to synthesize the given product. (1) Given the product [CH:23]12[NH:25][CH:20]([CH2:21][CH2:22]1)[CH2:19][CH:18]([C:15]1[N:14]=[C:13]([NH:12][C:9]3[C:8]([O:33][C:34]4[C:35]([CH3:40])=[N:36][CH:37]=[CH:38][CH:39]=4)=[CH:7][C:6]([S:5][CH2:4][CH2:3][O:2][CH3:1])=[CH:11][N:10]=3)[S:17][N:16]=1)[CH2:24]2, predict the reactants needed to synthesize it. The reactants are: [CH3:1][O:2][CH2:3][CH2:4][S:5][C:6]1[CH:7]=[C:8]([O:33][C:34]2[C:35]([CH3:40])=[N:36][CH:37]=[CH:38][CH:39]=2)[C:9]([NH:12][C:13]2[S:17][N:16]=[C:15]([CH:18]3[CH2:24][CH:23]4[N:25](C(OC(C)(C)C)=O)[CH:20]([CH2:21][CH2:22]4)[CH2:19]3)[N:14]=2)=[N:10][CH:11]=1.C(O)(C(F)(F)F)=O. (2) Given the product [NH2:1][C:2]1[CH:9]=[CH:8][C:7]([C:30]2[N:35]=[C:34]3[N:36]([CH2:45][CH2:46][N:47]4[CH2:52][CH2:51][CH2:50][CH2:49][CH2:48]4)[N:37]=[C:38]([C:39]4[CH:44]=[CH:43][CH:42]=[CH:41][CH:40]=4)[C:33]3=[C:32]([C:53]([F:54])([F:55])[F:56])[CH:31]=2)=[CH:6][C:3]=1[C:4]#[N:5], predict the reactants needed to synthesize it. The reactants are: [NH2:1][C:2]1[CH:9]=[CH:8][C:7](B2OC(C)(C)C(C)(C)O2)=[CH:6][C:3]=1[C:4]#[N:5].O.O.P([O-])([O-])([O-])=O.[K+].[K+].[K+].Br[C:30]1[N:35]=[C:34]2[N:36]([CH2:45][CH2:46][N:47]3[CH2:52][CH2:51][CH2:50][CH2:49][CH2:48]3)[N:37]=[C:38]([C:39]3[CH:44]=[CH:43][CH:42]=[CH:41][CH:40]=3)[C:33]2=[C:32]([C:53]([F:56])([F:55])[F:54])[CH:31]=1.ClCCl.CCCCC. (3) Given the product [NH2:26][CH2:27][CH2:28][CH:29]1[CH2:34][CH2:33][CH2:32][N:31]([C:4]([C:3]2[CH:7]=[CH:8][C:9]([C:11]([NH:13][CH:14]([C:16]3[NH:20][C:19]4[CH:21]=[CH:22][C:23]([Cl:25])=[CH:24][C:18]=4[N:17]=3)[CH3:15])=[O:12])=[CH:10][C:2]=2[Cl:1])=[O:5])[CH2:30]1, predict the reactants needed to synthesize it. The reactants are: [Cl:1][C:2]1[CH:10]=[C:9]([C:11]([NH:13][CH:14]([C:16]2[NH:20][C:19]3[CH:21]=[CH:22][C:23]([Cl:25])=[CH:24][C:18]=3[N:17]=2)[CH3:15])=[O:12])[CH:8]=[CH:7][C:3]=1[C:4](O)=[O:5].[NH2:26][CH2:27][CH2:28][CH:29]1[CH2:34][CH2:33][CH2:32][NH:31][CH2:30]1.C(N(C(C)C)CC)(C)C.ClCl. (4) Given the product [CH:11]([NH:14][C:2]1[CH:7]=[CH:6][CH:5]=[CH:4][C:3]=1[N+:8]([O-:10])=[O:9])([CH3:13])[CH3:12], predict the reactants needed to synthesize it. The reactants are: F[C:2]1[CH:7]=[CH:6][CH:5]=[CH:4][C:3]=1[N+:8]([O-:10])=[O:9].[CH:11]([NH2:14])([CH3:13])[CH3:12].C(=O)([O-])[O-].[K+].[K+]. (5) Given the product [S:32]1[CH:33]=[CH:34][CH:35]=[C:31]1[C:29]([C:28]1[CH:27]=[N:26][N:25]2[C:20]([C:15]3[CH:14]=[C:13]([C:6]4[CH:7]=[CH:8][C:3]([CH:1]=[O:2])=[CH:4][CH:5]=4)[CH:18]=[CH:17][CH:16]=3)=[CH:21][CH:22]=[N:23][C:24]=12)=[O:30], predict the reactants needed to synthesize it. The reactants are: [CH:1]([C:3]1[CH:8]=[CH:7][C:6](B(O)O)=[CH:5][CH:4]=1)=[O:2].Br[C:13]1[CH:14]=[C:15]([C:20]2[N:25]3[N:26]=[CH:27][C:28]([C:29]([C:31]4[S:32][CH:33]=[CH:34][CH:35]=4)=[O:30])=[C:24]3[N:23]=[CH:22][CH:21]=2)[CH:16]=[CH:17][C:18]=1F. (6) Given the product [C:1]([N:4]1[CH2:5][CH2:6][CH:7]([CH2:10][CH2:11][C:12]([C:23]2[CH:22]=[C:21]3[C:26]4=[C:25]([CH2:15][CH2:16][N:17]4[C:18](=[O:27])[CH2:19][CH2:20]3)[CH:24]=2)=[O:14])[CH2:8][CH2:9]1)(=[O:3])[CH3:2], predict the reactants needed to synthesize it. The reactants are: [C:1]([N:4]1[CH2:9][CH2:8][CH:7]([CH2:10][CH2:11][C:12]([OH:14])=O)[CH2:6][CH2:5]1)(=[O:3])[CH3:2].[CH2:15]1[C:25]2=[C:26]3[C:21](=[CH:22][CH:23]=[CH:24]2)[CH2:20][CH2:19][C:18](=[O:27])[N:17]3[CH2:16]1.N.C1(C)C(CC#N)=CC=CC=1. (7) Given the product [Br:16][C:17]1[C:18]([Cl:25])=[C:19]([CH2:23][S:8][C:6]2[N:5]=[C:4]([OH:9])[CH:3]=[C:2]([CH3:1])[N:7]=2)[CH:20]=[CH:21][CH:22]=1, predict the reactants needed to synthesize it. The reactants are: [CH3:1][C:2]1[N:7]=[C:6]([SH:8])[N:5]=[C:4]([OH:9])[CH:3]=1.C(=O)([O-])[O-].[K+].[K+].[Br:16][C:17]1[CH:22]=[CH:21][CH:20]=[C:19]([CH2:23]Br)[C:18]=1[Cl:25]. (8) Given the product [Cl:1][C:2]1[CH:3]=[N:4][C:5]([N:8]2[CH2:13][CH2:12][CH:11]([C@@H:14]3[CH2:16][C@H:15]3[CH2:17][CH2:18][NH:19][C:27]3[N:32]=[C:31]([CH3:33])[N:30]=[C:29]([C:34]#[N:35])[CH:28]=3)[CH2:10][CH2:9]2)=[N:6][CH:7]=1, predict the reactants needed to synthesize it. The reactants are: [Cl:1][C:2]1[CH:3]=[N:4][C:5]([N:8]2[CH2:13][CH2:12][CH:11]([C@@H:14]3[CH2:16][C@H:15]3[CH2:17][CH2:18][NH2:19])[CH2:10][CH2:9]2)=[N:6][CH:7]=1.C([O-])([O-])=O.[Cs+].[Cs+].Cl[C:27]1[N:32]=[C:31]([CH3:33])[N:30]=[C:29]([C:34]#[N:35])[CH:28]=1.